From a dataset of Reaction yield outcomes from USPTO patents with 853,638 reactions. Predict the reaction yield, written as a fraction of the theoretical maximum amount of product (1.0 means a 100% yield; for example, 0.34 means a 34% yield). (1) The catalyst is C(OCC)(=O)C.[Pd]. The product is [NH2:1][C:4]1[CH:12]=[CH:11][CH:10]=[C:9]2[C:5]=1[CH2:6][O:7][C:8]2=[O:13]. The yield is 0.960. The reactants are [N+:1]([C:4]1[CH:12]=[CH:11][CH:10]=[C:9]2[C:5]=1[CH2:6][O:7][C:8]2=[O:13])([O-])=O. (2) The reactants are C(C1C=C[S:6]C=1)(=O)C.[S:9]1[CH:13]=[CH:12][C:11]([C:14]([CH2:16][C:17]#[N:18])=[O:15])=[CH:10]1.[CH2:19]([N:26]1[CH2:31][CH2:30][C:29](=O)[CH2:28][CH2:27]1)[C:20]1[CH:25]=[CH:24][CH:23]=[CH:22][CH:21]=1.N1CCOCC1.[S]. No catalyst specified. The product is [NH2:18][C:17]1[S:6][C:28]2[CH2:27][N:26]([CH2:19][C:20]3[CH:25]=[CH:24][CH:23]=[CH:22][CH:21]=3)[CH2:31][CH2:30][C:29]=2[C:16]=1[C:14]([C:11]1[CH:12]=[CH:13][S:9][CH:10]=1)=[O:15]. The yield is 0.680. (3) The reactants are O[C@@H:2]([C:16]1[CH:21]=[CH:20][C:19]([N+:22]([O-:24])=[O:23])=[CH:18][CH:17]=1)[CH2:3][N:4]([CH2:12][CH2:13][CH2:14][OH:15])[C:5](=[O:11])[O:6][C:7]([CH3:10])([CH3:9])[CH3:8].C1(P(C2C=CC=CC=2)C2C=CC=CC=2)C=CC=CC=1.[N+](C(OC(C)C)=O)(C(OC(C)C)=O)=[N-]. The catalyst is CC(OC)(C)C. The product is [N+:22]([C:19]1[CH:20]=[CH:21][C:16]([C@H:2]2[CH2:3][N:4]([C:5]([O:6][C:7]([CH3:10])([CH3:9])[CH3:8])=[O:11])[CH2:12][CH2:13][CH2:14][O:15]2)=[CH:17][CH:18]=1)([O-:24])=[O:23]. The yield is 0.200. (4) The reactants are [OH:1][C:2]1[CH:7]=[CH:6][C:5]([CH:8]=[CH:9][C:10]([OH:12])=[O:11])=[CH:4][C:3]=1[O:13][CH3:14].[H][H]. The catalyst is CCOC(C)=O.CO.[Pd]. The product is [OH:1][C:2]1[CH:7]=[CH:6][C:5]([CH2:8][CH2:9][C:10]([OH:12])=[O:11])=[CH:4][C:3]=1[O:13][CH3:14]. The yield is 0.892. (5) The reactants are [CH3:1][O:2][C:3]([C:5]1[CH:14]=[CH:13][C:12]2[C:11](=[O:15])[CH2:10][CH2:9][CH2:8][C:7]=2[CH:6]=1)=[O:4].[O:16]1[C:20]([CH:21]=O)=[CH:19][CH:18]=[N:17]1. No catalyst specified. The product is [O:16]1[C:20]([CH:21]=[C:10]2[CH2:9][CH2:8][C:7]3[CH:6]=[C:5]([C:3]([O:2][CH3:1])=[O:4])[CH:14]=[CH:13][C:12]=3[C:11]2=[O:15])=[CH:19][CH:18]=[N:17]1. The yield is 0.550. (6) The reactants are [C:1]1([P:7]([C:14]2[CH:19]=[CH:18][CH:17]=[CH:16][CH:15]=2)[C:8]2[CH:13]=[CH:12][CH:11]=[CH:10][CH:9]=2)[CH:6]=[CH:5][CH:4]=[CH:3][CH:2]=1.[I:20][C:21]1[CH:22]=[C:23]([CH:25]=[CH:26][CH:27]=1)[NH2:24]. The catalyst is CC([O-])=O.CC([O-])=O.[Pd+2].C1(C)C(C)=CC=CC=1. The product is [I-:20].[NH2:24][C:23]1[CH:22]=[C:21]([P+:7]([C:8]2[CH:9]=[CH:10][CH:11]=[CH:12][CH:13]=2)([C:14]2[CH:19]=[CH:18][CH:17]=[CH:16][CH:15]=2)[C:1]2[CH:2]=[CH:3][CH:4]=[CH:5][CH:6]=2)[CH:27]=[CH:26][CH:25]=1. The yield is 0.960. (7) The reactants are [Cl-].O[NH3+:3].[C:4](=[O:7])([O-])[OH:5].[Na+].CS(C)=O.[CH2:13]([C:17]1[N:18]=[C:19]([CH3:50])[N:20]([C:39]2[CH:40]=[CH:41][C:42]3[O:46][C:45]([CH3:48])([CH3:47])[CH2:44][C:43]=3[CH:49]=2)[C:21](=[O:38])[C:22]=1[CH2:23][C:24]1[CH:29]=[CH:28][C:27]([C:30]2[C:31]([C:36]#[N:37])=[CH:32][CH:33]=[CH:34][CH:35]=2)=[CH:26][CH:25]=1)[CH2:14][CH2:15][CH3:16]. The catalyst is O.C(OCC)(=O)C. The product is [CH2:13]([C:17]1[N:18]=[C:19]([CH3:50])[N:20]([C:39]2[CH:40]=[CH:41][C:42]3[O:46][C:45]([CH3:48])([CH3:47])[CH2:44][C:43]=3[CH:49]=2)[C:21](=[O:38])[C:22]=1[CH2:23][C:24]1[CH:25]=[CH:26][C:27]([C:30]2[CH:35]=[CH:34][CH:33]=[CH:32][C:31]=2[C:36]2[NH:3][C:4](=[O:7])[O:5][N:37]=2)=[CH:28][CH:29]=1)[CH2:14][CH2:15][CH3:16]. The yield is 0.610.